From a dataset of Forward reaction prediction with 1.9M reactions from USPTO patents (1976-2016). Predict the product of the given reaction. (1) Given the reactants [CH:1]([C:3]1[CH:4]=[C:5]([O:18][CH2:19][CH2:20][CH2:21][CH2:22][C:23]([O:25]C)=[O:24])[CH:6]=[C:7]([O:9][CH2:10][CH2:11][CH2:12][CH2:13][C:14]([O:16]C)=[O:15])[CH:8]=1)=[O:2].[OH-].[K+].O, predict the reaction product. The product is: [CH:1]([C:3]1[CH:4]=[C:5]([O:18][CH2:19][CH2:20][CH2:21][CH2:22][C:23]([OH:25])=[O:24])[CH:6]=[C:7]([O:9][CH2:10][CH2:11][CH2:12][CH2:13][C:14]([OH:16])=[O:15])[CH:8]=1)=[O:2]. (2) Given the reactants F[C:2]1[CH:9]=[CH:8][C:7]([O:10][C:11]([F:14])([F:13])[F:12])=[CH:6][C:3]=1[CH:4]=O.[C:15]([O:19][CH3:20])(=[O:18])[CH2:16][SH:17].C(=O)([O-])[O-].[K+].[K+].CN(C)C=O, predict the reaction product. The product is: [F:12][C:11]([F:14])([F:13])[O:10][C:7]1[CH:8]=[CH:9][C:2]2[S:17][C:16]([C:15]([O:19][CH3:20])=[O:18])=[CH:4][C:3]=2[CH:6]=1.